Dataset: Acute oral toxicity (LD50) regression data from Zhu et al.. Task: Regression/Classification. Given a drug SMILES string, predict its toxicity properties. Task type varies by dataset: regression for continuous values (e.g., LD50, hERG inhibition percentage) or binary classification for toxic/non-toxic outcomes (e.g., AMES mutagenicity, cardiotoxicity, hepatotoxicity). Dataset: ld50_zhu. The rat oral LD50 is 2.36, given as -log10 of the dose in mol/kg body weight (higher means more acutely toxic). The compound is CC(C)=C1C(=O)N(c2ccccc2)N(c2ccccc2)C1=O.